From a dataset of Catalyst prediction with 721,799 reactions and 888 catalyst types from USPTO. Predict which catalyst facilitates the given reaction. (1) Reactant: [Br:1][C:2]1[CH:10]=[CH:9][C:5]([CH2:6][CH2:7][NH2:8])=[CH:4][CH:3]=1.[C:11](O[C:11]([O:13][C:14]([CH3:17])([CH3:16])[CH3:15])=[O:12])([O:13][C:14]([CH3:17])([CH3:16])[CH3:15])=[O:12]. Product: [C:14]([O:13][C:11](=[O:12])[NH:8][CH2:7][CH2:6][C:5]1[CH:9]=[CH:10][C:2]([Br:1])=[CH:3][CH:4]=1)([CH3:17])([CH3:16])[CH3:15]. The catalyst class is: 1. (2) Reactant: [F:1][C:2]([F:34])([F:33])[CH:3]([CH2:30][O:31]C)[O:4][C:5]1[CH:10]=[CH:9][C:8]([NH:11][C:12]([CH:14]2[CH2:19][CH2:18][N:17]([S:20]([C:23]3[CH:28]=[CH:27][C:26]([CH3:29])=[CH:25][CH:24]=3)(=[O:22])=[O:21])[CH2:16][CH2:15]2)=[O:13])=[CH:7][CH:6]=1.B(Br)(Br)Br. Product: [F:34][C:2]([F:1])([F:33])[CH:3]([CH2:30][OH:31])[O:4][C:5]1[CH:6]=[CH:7][C:8]([NH:11][C:12]([CH:14]2[CH2:15][CH2:16][N:17]([S:20]([C:23]3[CH:24]=[CH:25][C:26]([CH3:29])=[CH:27][CH:28]=3)(=[O:22])=[O:21])[CH2:18][CH2:19]2)=[O:13])=[CH:9][CH:10]=1. The catalyst class is: 343.